This data is from Full USPTO retrosynthesis dataset with 1.9M reactions from patents (1976-2016). The task is: Predict the reactants needed to synthesize the given product. (1) Given the product [C:1]([O:5][C:6]([N:8]1[CH2:13][CH2:12][CH2:11][CH2:10][C@@:9]1([C:14]([NH:87][C@H:86]([C:85]([N:84]([CH3:92])[C@@H:79]([C@@H:80]([CH3:83])[CH2:81][CH3:82])[C@H:78]([O:93][CH3:94])[CH2:77][C:76]([N:72]1[CH2:73][CH2:74][CH2:75][C@H:71]1[C@H:53]([O:52][CH3:51])[C@@H:54]([CH3:70])[C:55]([NH:57][C@H:58]([C:66]([O:68][CH3:69])=[O:67])[CH2:59][C:60]1[CH:61]=[CH:62][CH:63]=[CH:64][CH:65]=1)=[O:56])=[O:95])=[O:91])[CH:88]([CH3:89])[CH3:90])=[O:16])[CH3:17])=[O:7])([CH3:2])([CH3:3])[CH3:4], predict the reactants needed to synthesize it. The reactants are: [C:1]([O:5][C:6]([N:8]1[CH2:13][CH2:12][CH2:11][CH2:10][C@:9]1([CH3:17])[C:14]([OH:16])=O)=[O:7])([CH3:4])([CH3:3])[CH3:2].C(N(C(C)C)CC)(C)C.CN(C(ON1N=NC2C=CC=NC1=2)=[N+](C)C)C.F[P-](F)(F)(F)(F)F.[CH3:51][O:52][C@@H:53]([C@@H:71]1[CH2:75][CH2:74][CH2:73][N:72]1[C:76](=[O:95])[CH2:77][C@@H:78]([O:93][CH3:94])[C@@H:79]([N:84]([CH3:92])[C:85](=[O:91])[C@H:86]([CH:88]([CH3:90])[CH3:89])[NH2:87])[C@@H:80]([CH3:83])[CH2:81][CH3:82])[C@@H:54]([CH3:70])[C:55]([NH:57][C@H:58]([C:66]([O:68][CH3:69])=[O:67])[CH2:59][C:60]1[CH:65]=[CH:64][CH:63]=[CH:62][CH:61]=1)=[O:56]. (2) Given the product [Cl:41][C:38]1[CH:39]=[CH:40][C:35]([CH2:34][C:33]([OH:60])=[O:32])=[C:36]([CH2:42][N:43]2[CH2:48][CH2:47][N:46]([C:49](=[O:58])[CH2:50][C:51]3[CH:52]=[CH:53][C:54]([F:57])=[CH:55][CH:56]=3)[C@@H:45]([CH3:59])[CH2:44]2)[CH:37]=1, predict the reactants needed to synthesize it. The reactants are: C(S(N1CCN(CC2C=C(Cl)C=CC=2CCC([O-])=O)CC1)(=O)=O)C1C=CC=CC=1.[Na+].C[O:32][C:33](=[O:60])[CH2:34][C:35]1[CH:40]=[CH:39][C:38]([Cl:41])=[CH:37][C:36]=1[CH2:42][N:43]1[CH2:48][CH2:47][N:46]([C:49](=[O:58])[CH2:50][C:51]2[CH:56]=[CH:55][C:54]([F:57])=[CH:53][CH:52]=2)[C@@H:45]([CH3:59])[CH2:44]1. (3) The reactants are: [CH2:1]([N:8]1[CH2:17][CH2:16][C:15]2[C:14](Cl)=[N:13][CH:12]=[N:11][C:10]=2[CH2:9]1)[C:2]1[CH:7]=[CH:6][CH:5]=[CH:4][CH:3]=1.[F:19][CH:20]([F:29])[O:21][C:22]1[CH:27]=[CH:26][C:25]([NH2:28])=[CH:24][CH:23]=1. Given the product [CH2:1]([N:8]1[CH2:17][CH2:16][C:15]2[C:14]([NH:28][C:25]3[CH:26]=[CH:27][C:22]([O:21][CH:20]([F:19])[F:29])=[CH:23][CH:24]=3)=[N:13][CH:12]=[N:11][C:10]=2[CH2:9]1)[C:2]1[CH:7]=[CH:6][CH:5]=[CH:4][CH:3]=1, predict the reactants needed to synthesize it.